Dataset: CYP2C9 inhibition data for predicting drug metabolism from PubChem BioAssay. Task: Regression/Classification. Given a drug SMILES string, predict its absorption, distribution, metabolism, or excretion properties. Task type varies by dataset: regression for continuous measurements (e.g., permeability, clearance, half-life) or binary classification for categorical outcomes (e.g., BBB penetration, CYP inhibition). Dataset: cyp2c9_veith. (1) The compound is COc1cc(CNCCc2ccccc2)ccc1OCC(=O)NC(C)(C)C.Cl. The result is 0 (non-inhibitor). (2) The compound is CCOC(=O)c1c(-c2ccc(C)o2)csc1NC(=S)NC(=O)N(C)C. The result is 1 (inhibitor). (3) The compound is CCOC(=O)N1CCN(S(=O)(=O)Cc2ccccc2)CC1. The result is 0 (non-inhibitor).